Dataset: Full USPTO retrosynthesis dataset with 1.9M reactions from patents (1976-2016). Task: Predict the reactants needed to synthesize the given product. (1) The reactants are: C1(C2C=CC=CC=2)C=CC=CC=1.[N:13]1([CH:19]2[CH2:24][CH2:23][N:22]([S:25]([C:28]3[C:29]([OH:43])=[C:30]([NH:35][C:36]4[C:37](=[O:42])[C:38](=[O:41])[C:39]=4Cl)[CH:31]=[CH:32][C:33]=3[Cl:34])(=[O:27])=[O:26])[CH2:21][CH2:20]2)[CH2:18][CH2:17][CH2:16][CH2:15][CH2:14]1.[NH2:44][C:45]1[CH:50]=[CH:49][CH:48]=[CH:47][CH:46]=1. Given the product [N:13]1([CH:19]2[CH2:20][CH2:21][N:22]([S:25]([C:28]3[C:29]([OH:43])=[C:30]([NH:35][C:36]4[C:37](=[O:42])[C:38](=[O:41])[C:39]=4[NH:44][C:45]4[CH:50]=[CH:49][CH:48]=[CH:47][CH:46]=4)[CH:31]=[CH:32][C:33]=3[Cl:34])(=[O:26])=[O:27])[CH2:23][CH2:24]2)[CH2:14][CH2:15][CH2:16][CH2:17][CH2:18]1, predict the reactants needed to synthesize it. (2) Given the product [CH3:2][O:3][C:4](=[O:10])[CH:5]([NH:6][S:22]([C:19]1[CH:18]=[CH:17][C:16]([O:15][CH2:11][C:12]#[C:13][CH3:14])=[CH:21][CH:20]=1)(=[O:24])=[O:23])[CH:7]([CH3:9])[CH3:8], predict the reactants needed to synthesize it. The reactants are: Cl.[CH3:2][O:3][C:4](=[O:10])[CH:5]([CH:7]([CH3:9])[CH3:8])[NH2:6].[CH2:11]([O:15][C:16]1[CH:21]=[CH:20][C:19]([S:22](Cl)(=[O:24])=[O:23])=[CH:18][CH:17]=1)[C:12]#[C:13][CH3:14].